Dataset: Peptide-MHC class I binding affinity with 185,985 pairs from IEDB/IMGT. Task: Regression. Given a peptide amino acid sequence and an MHC pseudo amino acid sequence, predict their binding affinity value. This is MHC class I binding data. (1) The peptide sequence is SVFFNVSVL. The MHC is H-2-Db with pseudo-sequence H-2-Db. The binding affinity (normalized) is 0.660. (2) The peptide sequence is TSFYLISIFL. The MHC is HLA-A33:01 with pseudo-sequence HLA-A33:01. The binding affinity (normalized) is 0.0438.